Dataset: Catalyst prediction with 721,799 reactions and 888 catalyst types from USPTO. Task: Predict which catalyst facilitates the given reaction. (1) Product: [N+:28]([C:27]1[C:22]([NH:20][CH:17]2[CH2:18][CH2:19][O:14][CH2:15][CH2:16]2)=[N:23][C:24]([C:31]2[CH:32]=[N:33][N:34]3[CH:39]=[CH:38][N:37]=[CH:36][C:35]=23)=[N:25][CH:26]=1)([O-:30])=[O:29]. The catalyst class is: 7. Reactant: C(N(C(C)C)CC)(C)C.C(O)(=O)C.[O:14]1[CH2:19][CH2:18][CH:17]([NH2:20])[CH2:16][CH2:15]1.Cl[C:22]1[C:27]([N+:28]([O-:30])=[O:29])=[CH:26][N:25]=[C:24]([C:31]2[CH:32]=[N:33][N:34]3[CH:39]=[CH:38][N:37]=[CH:36][C:35]=23)[N:23]=1. (2) Reactant: [C:1]([O:5][C@@H:6]([C@H:8]1[CH2:12][O:11][C:10](=[O:13])[NH:9]1)[CH3:7])([CH3:4])([CH3:3])[CH3:2].[Cl:14][C:15]1[N:20]=[C:19](Cl)[CH:18]=[C:17]([C:22]([F:25])([F:24])[F:23])[N:16]=1.[H-].[Na+]. Product: [C:1]([O:5][C@@H:6]([C@H:8]1[CH2:12][O:11][C:10](=[O:13])[N:9]1[C:19]1[CH:18]=[C:17]([C:22]([F:25])([F:24])[F:23])[N:16]=[C:15]([Cl:14])[N:20]=1)[CH3:7])([CH3:2])([CH3:3])[CH3:4]. The catalyst class is: 31. (3) Product: [F:26][C:22]1([F:25])[CH2:23][CH2:24][N:20]([C:18]([C:16]2[CH:15]=[C:7]([C:8]([N:10]([CH3:14])[CH2:11][CH2:12][CH3:13])=[O:9])[CH:6]=[C:5]([CH:17]=2)[C:4]([OH:27])=[O:3])=[O:19])[CH2:21]1. The catalyst class is: 6. Reactant: C([O:3][C:4](=[O:27])[C:5]1[CH:17]=[C:16]([C:18]([N:20]2[CH2:24][CH2:23][C:22]([F:26])([F:25])[CH2:21]2)=[O:19])[CH:15]=[C:7]([C:8]([N:10]([CH3:14])[CH2:11][CH2:12][CH3:13])=[O:9])[CH:6]=1)C.[OH-].[Li+].C1COCC1.Cl. (4) Reactant: [C:1]1([CH3:11])[CH:6]=[CH:5][C:4]([S:7](Cl)(=[O:9])=[O:8])=[CH:3][CH:2]=1.[CH3:12][NH:13][CH3:14]. Product: [CH3:11][C:1]1[CH:6]=[CH:5][CH:4]=[CH:3][CH:2]=1.[CH3:12][N:13]([CH3:14])[SH:7](=[O:9])=[O:8]. The catalyst class is: 4. (5) Reactant: ClC(Cl)(Cl)C(Cl)(Cl)Cl.[C:9]([O:13][C:14]([N:16]1[CH2:20][CH2:19][CH2:18][C@H:17]1[C:21]([NH:23][NH:24][C:25]1[CH:30]=[CH:29][C:28]([F:31])=[CH:27][N:26]=1)=O)=[O:15])([CH3:12])([CH3:11])[CH3:10].C1(P(C2C=CC=CC=2)C2C=CC=CC=2)C=CC=CC=1.C(N(CC)CC)C. Product: [C:9]([O:13][C:14]([N:16]1[CH2:20][CH2:19][CH2:18][C@H:17]1[C:21]1[N:26]2[CH:27]=[C:28]([F:31])[CH:29]=[CH:30][C:25]2=[N:24][N:23]=1)=[O:15])([CH3:12])([CH3:11])[CH3:10]. The catalyst class is: 1. (6) Reactant: [CH:1]([CH:3]([CH:9]=O)[C:4]([O:6][CH2:7][CH3:8])=[O:5])=O.[CH3:11][O:12][CH2:13][C:14]1[CH:15]=[C:16]([NH2:19])[NH:17][N:18]=1. Product: [CH3:11][O:12][CH2:13][C:14]1[CH:15]=[C:16]2[N:19]=[CH:9][C:3]([C:4]([O:6][CH2:7][CH3:8])=[O:5])=[CH:1][N:17]2[N:18]=1. The catalyst class is: 8. (7) Reactant: C[Si](C)(C)N[Si](C)(C)C.[Na].[NH2:11][C:12]1[C:17]([Cl:18])=[CH:16][N:15]=[C:14]2[O:19][CH2:20][O:21][C:13]=12.Cl[C:23]1[C:32]2[C:27](=[CH:28][C:29]([O:35][CH2:36][CH2:37][CH2:38][Cl:39])=[C:30]([O:33][CH3:34])[CH:31]=2)[N:26]=[CH:25][N:24]=1. Product: [Cl:18][C:17]1[C:12]([NH:11][C:23]2[C:32]3[C:27](=[CH:28][C:29]([O:35][CH2:36][CH2:37][CH2:38][Cl:39])=[C:30]([O:33][CH3:34])[CH:31]=3)[N:26]=[CH:25][N:24]=2)=[C:13]2[O:21][CH2:20][O:19][C:14]2=[N:15][CH:16]=1. The catalyst class is: 3.